This data is from CYP2D6 inhibition data for predicting drug metabolism from PubChem BioAssay. The task is: Regression/Classification. Given a drug SMILES string, predict its absorption, distribution, metabolism, or excretion properties. Task type varies by dataset: regression for continuous measurements (e.g., permeability, clearance, half-life) or binary classification for categorical outcomes (e.g., BBB penetration, CYP inhibition). Dataset: cyp2d6_veith. (1) The result is 0 (non-inhibitor). The compound is CC(C)CN1CCC2(CC1)CCN(C(=O)c1cc(C(F)(F)F)cc(C(F)(F)F)c1)CC2. (2) The drug is COC(=O)[C@@]1(Cc2ccc(OC)cc2)[C@H]2c3cc(C(=O)N4CCCC4)n(Cc4ccc(C)c(F)c4F)c3C[C@H]2CN1C(=O)c1ccccc1. The result is 0 (non-inhibitor). (3) The compound is COc1cc(CNn2nnnc2N)ccc1OCc1c(Cl)cccc1Cl. The result is 0 (non-inhibitor).